From a dataset of Full USPTO retrosynthesis dataset with 1.9M reactions from patents (1976-2016). Predict the reactants needed to synthesize the given product. (1) Given the product [S:1]([CH2:11][CH2:12][O:13][C:14](=[O:18])[C:15]([CH3:17])=[CH2:16])([C:4]1[CH:5]=[CH:6][C:7]([CH3:8])=[CH:9][CH:10]=1)(=[O:3])=[O:2].[OH:19][CH2:20][CH2:21][CH2:22][O:23][C:24](=[O:28])[C:25]([CH3:27])=[CH2:26].[CH3:29][O:30][C:31](=[O:35])[C:32]([CH3:34])=[CH2:33], predict the reactants needed to synthesize it. The reactants are: [S:1]([CH2:11][CH2:12][O:13][C:14](=[O:18])[C:15]([CH3:17])=[CH2:16])([C:4]1[CH:10]=[CH:9][C:7]([CH3:8])=[CH:6][CH:5]=1)(=[O:3])=[O:2].[OH:19][CH2:20][CH2:21][CH2:22][O:23][C:24](=[O:28])[C:25]([CH3:27])=[CH2:26].[CH3:29][O:30][C:31](=[O:35])[C:32]([CH3:34])=[CH2:33].CC(N=NC(C#N)(C)C)(C#N)C. (2) The reactants are: [Cl:1][C:2]1[CH:7]=[CH:6][C:5]([O:8][C:9]2[CH:14]=[CH:13][C:12]([CH:15](Cl)[CH3:16])=[CH:11][CH:10]=2)=[CH:4][C:3]=1[C:18]([F:21])([F:20])[F:19].C([O-])([O-])=O.[K+].[K+].[CH3:28][N:29]1[CH:33]=[C:32]([CH2:34][C:35]2[C:36](=[O:42])[NH:37][C:38](=[S:41])[NH:39][CH:40]=2)[CH:31]=[N:30]1. Given the product [Cl:1][C:2]1[CH:7]=[CH:6][C:5]([O:8][C:9]2[CH:14]=[CH:13][C:12]([CH:15]([S:41][C:38]3[NH:39][CH:40]=[C:35]([CH2:34][C:32]4[CH:31]=[N:30][N:29]([CH3:28])[CH:33]=4)[C:36](=[O:42])[N:37]=3)[CH3:16])=[CH:11][CH:10]=2)=[CH:4][C:3]=1[C:18]([F:21])([F:20])[F:19], predict the reactants needed to synthesize it.